From a dataset of Full USPTO retrosynthesis dataset with 1.9M reactions from patents (1976-2016). Predict the reactants needed to synthesize the given product. (1) The reactants are: Br[CH:2]([CH2:23][CH2:24][CH2:25][CH2:26][CH2:27][CH3:28])[C:3]([O:5][C@H:6]([CH2:12][CH2:13][CH2:14][CH2:15][CH2:16][CH2:17][CH2:18][CH2:19][CH2:20][CH2:21][CH3:22])[CH2:7][C:8]([O:10]C)=O)=[O:4].C([Mg]Cl)(C)(C)C. Given the product [CH2:23]([C:2]1[C:3](=[O:4])[O:5][C@H:6]([CH2:12][CH2:13][CH2:14][CH2:15][CH2:16][CH2:17][CH2:18][CH2:19][CH2:20][CH2:21][CH3:22])[CH2:7][C:8]=1[OH:10])[CH2:24][CH2:25][CH2:26][CH2:27][CH3:28], predict the reactants needed to synthesize it. (2) Given the product [C:15]([O:14][C:12]([NH:11][C@@H:9]1[CH2:10][C@H:6]([C:4]([O:3][CH3:2])=[O:5])[CH:7]=[CH:8]1)=[O:13])([CH3:18])([CH3:17])[CH3:16], predict the reactants needed to synthesize it. The reactants are: Cl.[CH3:2][O:3][C:4]([C@H:6]1[CH2:10][C@@H:9]([NH2:11])[CH:8]=[CH:7]1)=[O:5].[C:12](O[C:12]([O:14][C:15]([CH3:18])([CH3:17])[CH3:16])=[O:13])([O:14][C:15]([CH3:18])([CH3:17])[CH3:16])=[O:13].C(N(CC)CC)C. (3) The reactants are: [N:1]1[CH:6]=[CH:5][CH:4]=[CH:3][C:2]=1[C:7]#[N:8].[CH2:9]([Mg]Br)[CH3:10].O. Given the product [N:1]1[CH:6]=[CH:5][CH:4]=[CH:3][C:2]=1[C:7]1([NH2:8])[CH2:10][CH2:9]1, predict the reactants needed to synthesize it. (4) Given the product [C:18]([C:8]1[C@@H:9]([C:10]2[CH:15]=[CH:14][C:13]([C:16]#[N:17])=[CH:12][CH:11]=2)[N:4]2[N:3]=[C:2]([NH:1][C:45]([NH:47][CH3:50])=[O:34])[N:31]=[C:5]2[N:6]([C:21]2[CH:26]=[CH:25][CH:24]=[C:23]([C:27]([F:28])([F:30])[F:29])[CH:22]=2)[C:7]=1[CH3:20])#[N:19], predict the reactants needed to synthesize it. The reactants are: [NH2:1][C:2]1[N:31]=[C:5]2[N:6]([C:21]3[CH:26]=[CH:25][CH:24]=[C:23]([C:27]([F:30])([F:29])[F:28])[CH:22]=3)[C:7]([CH3:20])=[C:8]([C:18]#[N:19])[C@@H:9]([C:10]3[CH:15]=[CH:14][C:13]([C:16]#[N:17])=[CH:12][CH:11]=3)[N:4]2[N:3]=1.ClC(OC1C=CC([N+]([O-])=O)=CC=1)=[O:34].[CH2:45]([N:47]([CH2:50]C)CC)C.CN.